Predict hERG channel inhibition at various concentrations. From a dataset of hERG Central: cardiac toxicity at 1µM, 10µM, and general inhibition. (1) The molecule is CCN1CCN(c2ccc([N+](=O)[O-])cc2C=C2C(=O)NC(=O)NC2=O)CC1. Results: hERG_inhib (hERG inhibition (general)): blocker. (2) The compound is O=C(CCNC(=O)c1ccc([N+](=O)[O-])cc1)Nc1cccc(S(=O)(=O)N2CCCCC2)c1. Results: hERG_inhib (hERG inhibition (general)): blocker. (3) Results: hERG_inhib (hERG inhibition (general)): blocker. The drug is O=c1[nH]c(=S)n(Cc2ccc(F)cc2)c(O)c1C=NCCCn1ccnc1. (4) The molecule is Br.N=c1n(CCc2ccccc2)c2ccccc2n1Cc1ccccc1F. Results: hERG_inhib (hERG inhibition (general)): blocker. (5) The compound is CN(CC1CCOCC1)C(=O)c1ccc2nc(Cc3cccc(Cl)c3)oc2c1. Results: hERG_inhib (hERG inhibition (general)): blocker. (6) The compound is COc1ccc(CNC(=O)CSc2nc3c(oc4ccccc43)c(=O)n2CC2CCCO2)cc1. Results: hERG_inhib (hERG inhibition (general)): blocker.